From a dataset of Catalyst prediction with 721,799 reactions and 888 catalyst types from USPTO. Predict which catalyst facilitates the given reaction. (1) Reactant: [H-].[Na+].[F:3][C:4]1[C:9]([C:10]2[NH:11][CH:12]=[CH:13][C:14]=2[F:15])=[CH:8][CH:7]=[CH:6][N:5]=1.C1OCCOCCOCCOCCOC1.FC(F)(F)S(O[Si:37]([CH:44]([CH3:46])[CH3:45])([CH:41]([CH3:43])[CH3:42])[CH:38]([CH3:40])[CH3:39])(=O)=O. Product: [F:3][C:4]1[C:9]([C:10]2[N:11]([Si:37]([CH:44]([CH3:46])[CH3:45])([CH:41]([CH3:43])[CH3:42])[CH:38]([CH3:40])[CH3:39])[CH:12]=[CH:13][C:14]=2[F:15])=[CH:8][CH:7]=[CH:6][N:5]=1. The catalyst class is: 7. (2) Reactant: [CH:1]1([N:4]([CH2:29][C:30]2[CH:35]=[C:34]([CH2:36][CH2:37][CH2:38][O:39][CH3:40])[CH:33]=[C:32]([O:41][CH2:42][CH2:43][O:44][CH3:45])[CH:31]=2)[C:5]([C@@H:7]2[C@:12]([C:14]3[CH:19]=[CH:18][C:17]([F:20])=[C:16]([F:21])[CH:15]=3)([OH:13])[CH2:11][CH2:10][N:9]([C:22]([O:24][C:25]([CH3:28])([CH3:27])[CH3:26])=[O:23])[CH2:8]2)=[O:6])[CH2:3][CH2:2]1.[H-].[Na+].[CH2:48](I)[CH3:49]. Product: [CH:1]1([N:4]([CH2:29][C:30]2[CH:35]=[C:34]([CH2:36][CH2:37][CH2:38][O:39][CH3:40])[CH:33]=[C:32]([O:41][CH2:42][CH2:43][O:44][CH3:45])[CH:31]=2)[C:5]([C@@H:7]2[C@:12]([C:14]3[CH:19]=[CH:18][C:17]([F:20])=[C:16]([F:21])[CH:15]=3)([O:13][CH2:48][CH3:49])[CH2:11][CH2:10][N:9]([C:22]([O:24][C:25]([CH3:28])([CH3:27])[CH3:26])=[O:23])[CH2:8]2)=[O:6])[CH2:3][CH2:2]1. The catalyst class is: 3. (3) Reactant: Cl.Cl.[C:3]([CH2:11][C:12]([O:14][CH3:15])=[O:13])(=O)[C:4]1[CH:9]=[CH:8][CH:7]=[N:6][CH:5]=1.C([O-])(=O)C.[Na+].C(O)(=O)C.[NH3:25]. Product: [NH2:25][C:3]([C:4]1[CH:5]=[N:6][CH:7]=[CH:8][CH:9]=1)=[CH:11][C:12]([O:14][CH3:15])=[O:13]. The catalyst class is: 442. (4) Product: [N:16]1([C:8]2[N:7]=[C:6]([C:4]([OH:5])=[O:3])[CH:11]=[CH:10][C:9]=2[C:12]([F:15])([F:13])[F:14])[CH2:21][CH2:20][O:19][CH2:18][CH2:17]1. Reactant: C([O:3][C:4]([C:6]1[CH:11]=[CH:10][C:9]([C:12]([F:15])([F:14])[F:13])=[C:8]([N:16]2[CH2:21][CH2:20][O:19][CH2:18][CH2:17]2)[N:7]=1)=[O:5])C.O1CCOCC1.[OH-].[K+]. The catalyst class is: 6. (5) Reactant: [N+:1]([C:4]1[NH:5][CH:6]=[CH:7][N:8]=1)([O-:3])=[O:2].C(=O)(O)[O-].[Na+].Br[CH2:15][CH2:16][CH:17]=[C:18]([CH3:20])[CH3:19]. Product: [CH3:19][C:18]([CH3:20])=[CH:17][CH2:16][CH2:15][N:5]1[CH:6]=[CH:7][N:8]=[C:4]1[N+:1]([O-:3])=[O:2]. The catalyst class is: 35. (6) Product: [F:36][C:2]([F:1])([F:37])[C:3]([C:18]1[C:19]([CH2:33][CH2:34][CH3:35])=[CH:20][C:21]([N:24]2[CH2:29][CH2:28][N:27]([CH2:30][CH2:31][N:41]3[C:40](=[O:45])[C:39]([C:46]4[CH:51]=[CH:50][C:49]([O:52][CH:53]([CH3:55])[CH3:54])=[CH:48][CH:47]=4)([CH3:38])[NH:43][C:42]3=[O:44])[CH2:26][CH2:25]2)=[N:22][CH:23]=1)([O:8][CH2:9][C:10]1[CH:11]=[CH:12][C:13]([O:16][CH3:17])=[CH:14][CH:15]=1)[C:4]([F:7])([F:6])[F:5]. The catalyst class is: 35. Reactant: [F:1][C:2]([F:37])([F:36])[C:3]([C:18]1[C:19]([CH2:33][CH2:34][CH3:35])=[CH:20][C:21]([N:24]2[CH2:29][CH2:28][N:27]([CH2:30][CH2:31]O)[CH2:26][CH2:25]2)=[N:22][CH:23]=1)([O:8][CH2:9][C:10]1[CH:15]=[CH:14][C:13]([O:16][CH3:17])=[CH:12][CH:11]=1)[C:4]([F:7])([F:6])[F:5].[CH3:38][C:39]1([C:46]2[CH:51]=[CH:50][C:49]([O:52][CH:53]([CH3:55])[CH3:54])=[CH:48][CH:47]=2)[NH:43][C:42](=[O:44])[NH:41][C:40]1=[O:45].C1(P(C2C=CC=CC=2)C2C=CC=CC=2)C=CC=CC=1.CCOC(/N=N/C(OCC)=O)=O.Cl. (7) Reactant: [CH3:1][O:2][CH2:3][CH2:4][O:5][C:6]1[CH:11]=[CH:10][N:9]2[C:12]([C:15]3[CH:24]=[CH:23][C:22]4[C:17](=[C:18]([OH:25])[CH:19]=[CH:20][CH:21]=4)[N:16]=3)=[CH:13][N:14]=[C:8]2[CH:7]=1.C(N(CC)CC)C.[F:33][C:34]([F:53])([F:52])[S:35](N(C1C=CC=CC=1)[S:35]([C:34]([F:53])([F:52])[F:33])(=[O:37])=[O:36])(=[O:37])=[O:36]. Product: [F:33][C:34]([F:53])([F:52])[S:35]([O:25][C:18]1[CH:19]=[CH:20][CH:21]=[C:22]2[C:17]=1[N:16]=[C:15]([C:12]1[N:9]3[CH:10]=[CH:11][C:6]([O:5][CH2:4][CH2:3][O:2][CH3:1])=[CH:7][C:8]3=[N:14][CH:13]=1)[CH:24]=[CH:23]2)(=[O:37])=[O:36]. The catalyst class is: 3. (8) Reactant: Br[C:2]1[CH:3]=[CH:4][C:5]([O:10][CH2:11][C:12]2([CH3:16])[CH2:15][O:14][CH2:13]2)=[C:6]([CH:9]=1)[C:7]#[N:8].[B:17]1([B:17]2[O:21][C:20]([CH3:23])([CH3:22])[C:19]([CH3:25])([CH3:24])[O:18]2)[O:21][C:20]([CH3:23])([CH3:22])[C:19]([CH3:25])([CH3:24])[O:18]1.C([O-])(=O)C.[K+].ClCCl. Product: [CH3:16][C:12]1([CH2:11][O:10][C:5]2[CH:4]=[CH:3][C:2]([B:17]3[O:21][C:20]([CH3:23])([CH3:22])[C:19]([CH3:25])([CH3:24])[O:18]3)=[CH:9][C:6]=2[C:7]#[N:8])[CH2:15][O:14][CH2:13]1. The catalyst class is: 12. (9) Reactant: [C:1]1([C:7]2[N:12]=[N:11][C:10]([CH2:13][CH2:14][C:15]([NH:17][C:18]3[C:19]([C:23]([O:25]C)=[O:24])=[CH:20][S:21][CH:22]=3)=[O:16])=[CH:9][CH:8]=2)[CH:6]=[CH:5][CH:4]=[CH:3][CH:2]=1.[OH-].[Na+]. Product: [C:1]1([C:7]2[N:12]=[N:11][C:10]([CH2:13][CH2:14][C:15]([NH:17][C:18]3[C:19]([C:23]([OH:25])=[O:24])=[CH:20][S:21][CH:22]=3)=[O:16])=[CH:9][CH:8]=2)[CH:6]=[CH:5][CH:4]=[CH:3][CH:2]=1. The catalyst class is: 92. (10) Reactant: [Br:1][C:2]1[CH:3]=[C:4]([OH:8])[CH:5]=[CH:6][CH:7]=1.Cl[C:10]1[CH:15]=[CH:14][C:13]([C:16]([F:19])([F:18])[F:17])=[CH:12][N:11]=1.C([O-])([O-])=O.[K+].[K+].O. Product: [Br:1][C:2]1[CH:3]=[C:4]([CH:5]=[CH:6][CH:7]=1)[O:8][C:10]1[CH:15]=[CH:14][C:13]([C:16]([F:19])([F:18])[F:17])=[CH:12][N:11]=1. The catalyst class is: 369.